Dataset: Full USPTO retrosynthesis dataset with 1.9M reactions from patents (1976-2016). Task: Predict the reactants needed to synthesize the given product. Given the product [C:1]1([CH2:7][CH2:8][CH2:9][CH2:10][CH2:11][CH2:12][CH2:13][NH:14][C:15]([C:16]2[CH:21]=[C:20]([C:22]3[CH:27]=[CH:26][CH:25]=[C:24]([CH3:28])[CH:23]=3)[C:19]([OH:29])=[C:18]([C:33]3[CH:38]=[CH:37][CH:36]=[C:35]([CH3:39])[CH:34]=3)[CH:17]=2)=[O:40])[CH:6]=[CH:5][CH:4]=[CH:3][CH:2]=1, predict the reactants needed to synthesize it. The reactants are: [C:1]1([CH2:7][CH2:8][CH2:9][CH2:10][CH2:11][CH2:12][CH2:13][NH:14][C:15](=[O:40])[C:16]2[CH:21]=[C:20]([C:22]3[CH:27]=[CH:26][CH:25]=[C:24]([CH3:28])[CH:23]=3)[C:19]([O:29]COC)=[C:18]([C:33]3[CH:38]=[CH:37][CH:36]=[C:35]([CH3:39])[CH:34]=3)[CH:17]=2)[CH:6]=[CH:5][CH:4]=[CH:3][CH:2]=1.Cl.C12(CS(O)(=O)=O)C(C)(C)C(CC1)CC2=O.